From a dataset of Forward reaction prediction with 1.9M reactions from USPTO patents (1976-2016). Predict the product of the given reaction. (1) Given the reactants [Br:1][C:2]1[CH:3]=[N:4][CH:5]=[C:6]([N+:11]([O-])=O)[C:7]=1[NH:8][CH2:9][CH3:10].[Sn](Cl)(Cl)(Cl)[Cl:15], predict the reaction product. The product is: [Br:1][C:2]1[C:7]([NH:8][CH2:9][CH3:10])=[C:6]([NH2:11])[C:5]([Cl:15])=[N:4][CH:3]=1. (2) The product is: [F:29][C:30]([F:41])([F:40])[C:31]([NH:2][CH2:3][CH2:4][C@@H:5]([C:7]1[S:8][CH:9]=[CH:10][CH:11]=1)[O:6][Si:23]([CH2:26][CH3:27])([CH2:24][CH3:25])[CH2:21][CH3:22])=[O:32]. Given the reactants Cl.[NH2:2][CH2:3][CH2:4][C@@H:5]([C:7]1[S:8][CH:9]=[CH:10][CH:11]=1)[OH:6].C(N(C(C)C)CC)(C)C.[CH2:21]([Si:23](Cl)([CH2:26][CH3:27])[CH2:24][CH3:25])[CH3:22].[F:29][C:30]([F:41])([F:40])[C:31](O[C:31](=[O:32])[C:30]([F:41])([F:40])[F:29])=[O:32], predict the reaction product. (3) Given the reactants Br[C:2]1[CH:9]=[CH:8][CH:7]=[CH:6][C:3]=1[CH:4]=[O:5].[CH3:10][N:11]1[CH:15]=[C:14](B2OC(C)(C)C(C)(C)O2)[CH:13]=[N:12]1.C(=O)([O-])[O-].[Na+].[Na+], predict the reaction product. The product is: [CH3:10][N:11]1[CH:15]=[C:14]([C:2]2[CH:9]=[CH:8][CH:7]=[CH:6][C:3]=2[CH:4]=[O:5])[CH:13]=[N:12]1. (4) Given the reactants [CH3:1][C:2]([C:5]([OH:7])=[O:6])([CH3:4])[NH2:3].I[C:9]1[CH:16]=[CH:15][CH:14]=[CH:13][C:10]=1[C:11]#[N:12].C(=O)([O-])[O-].[K+].[K+], predict the reaction product. The product is: [C:11]([C:10]1[CH:9]=[C:16]([NH:3][C:2]([CH3:4])([CH3:1])[C:5]([OH:7])=[O:6])[CH:15]=[CH:14][CH:13]=1)#[N:12]. (5) The product is: [CH3:7][C:3]1[N:4]=[CH:5][S:6][C:2]=1[N:18]1[CH2:17][CH2:16][N:15]([C:8]([O:10][C:11]([CH3:14])([CH3:13])[CH3:12])=[O:9])[CH2:20][CH2:19]1. Given the reactants Br[C:2]1[S:6][CH:5]=[N:4][C:3]=1[CH3:7].[C:8]([N:15]1[CH2:20][CH2:19][NH:18][CH2:17][CH2:16]1)([O:10][C:11]([CH3:14])([CH3:13])[CH3:12])=[O:9].CC(C)([O-])C.[Na+], predict the reaction product. (6) Given the reactants [I:1][C:2]1[C:10]2[C:5](=[N:6][CH:7]=[C:8]([NH2:11])[CH:9]=2)[N:4]([S:12]([C:15]2[CH:20]=[CH:19][CH:18]=[CH:17][CH:16]=2)(=[O:14])=[O:13])[CH:3]=1.[F:21][C:22]1[C:30]([NH:31][S:32]([CH2:35][CH2:36][CH3:37])(=[O:34])=[O:33])=[CH:29][CH:28]=[C:27]([F:38])[C:23]=1[C:24](O)=[O:25].CCN=C=NCCCN(C)C.C1C=CC2N(O)N=NC=2C=1, predict the reaction product. The product is: [F:21][C:22]1[C:30]([NH:31][S:32]([CH2:35][CH2:36][CH3:37])(=[O:33])=[O:34])=[CH:29][CH:28]=[C:27]([F:38])[C:23]=1[C:24]([NH:11][C:8]1[CH:9]=[C:10]2[C:2]([I:1])=[CH:3][N:4]([S:12]([C:15]3[CH:20]=[CH:19][CH:18]=[CH:17][CH:16]=3)(=[O:14])=[O:13])[C:5]2=[N:6][CH:7]=1)=[O:25].